This data is from Full USPTO retrosynthesis dataset with 1.9M reactions from patents (1976-2016). The task is: Predict the reactants needed to synthesize the given product. (1) Given the product [NH:1]([C:40]([O:42][C:43]([CH3:44])([CH3:46])[CH3:45])=[O:41])[C@H:2]([C:12]([NH:14][C@H:15]([C:37]([NH:71][CH2:72][C:73]([O:75][C:76]([CH3:79])([CH3:78])[CH3:77])=[O:74])=[O:38])[CH2:16][S:17][C:18]([C:19]1[CH:24]=[CH:23][CH:22]=[CH:21][CH:20]=1)([C:25]1[CH:30]=[CH:29][CH:28]=[CH:27][CH:26]=1)[C:31]1[CH:36]=[CH:35][CH:34]=[CH:33][CH:32]=1)=[O:13])[CH2:3][CH2:4][C:5](=[O:11])[O:6][C:7]([CH3:8])([CH3:10])[CH3:9], predict the reactants needed to synthesize it. The reactants are: [NH:1]([C:40]([O:42][C:43]([CH3:46])([CH3:45])[CH3:44])=[O:41])[C@H:2]([C:12]([NH:14][C@H:15]([C:37](O)=[O:38])[CH2:16][S:17][C:18]([C:31]1[CH:36]=[CH:35][CH:34]=[CH:33][CH:32]=1)([C:25]1[CH:30]=[CH:29][CH:28]=[CH:27][CH:26]=1)[C:19]1[CH:24]=[CH:23][CH:22]=[CH:21][CH:20]=1)=[O:13])[CH2:3][CH2:4][C:5](=[O:11])[O:6][C:7]([CH3:10])([CH3:9])[CH3:8].C1(N=C=NC2CCCCC2)CCCCC1.ONC(=O)CCC(N)=O.[NH2:71][CH2:72][C:73]([O:75][C:76]([CH3:79])([CH3:78])[CH3:77])=[O:74].Cl.[OH-].[Na+]. (2) Given the product [F:36][C:35]([F:38])([F:37])[S:32]([O:16][C:13]1[CH:14]=[CH:15][C:10]([C:2]2[O:1][C:5]3[CH:6]=[CH:7][CH:8]=[CH:9][C:4]=3[N:3]=2)=[CH:11][C:12]=1[O:17][CH3:18])(=[O:34])=[O:33], predict the reactants needed to synthesize it. The reactants are: [O:1]1[C:5]2[CH:6]=[CH:7][CH:8]=[CH:9][C:4]=2[N:3]=[C:2]1[C:10]1[CH:15]=[CH:14][C:13]([OH:16])=[C:12]([O:17][CH3:18])[CH:11]=1.C([O-])([O-])=O.[Cs+].[Cs+].C1C=CC(N([S:32]([C:35]([F:38])([F:37])[F:36])(=[O:34])=[O:33])[S:32]([C:35]([F:38])([F:37])[F:36])(=[O:34])=[O:33])=CC=1. (3) Given the product [Br:29][C:7]1[C:6]([O:5][CH2:1][CH:2]([CH3:4])[CH3:3])=[C:14]([C:15]([CH3:17])([CH3:16])[CH3:18])[CH:13]=[C:12]2[C:8]=1[CH2:9][CH:10]([CH3:20])[C:11]2=[O:19], predict the reactants needed to synthesize it. The reactants are: [CH2:1]([O:5][C:6]1[CH:7]=[C:8]2[C:12](=[CH:13][C:14]=1[C:15]([CH3:18])([CH3:17])[CH3:16])[C:11](=[O:19])[CH:10]([CH3:20])[CH2:9]2)[CH:2]([CH3:4])[CH3:3].CC([O-])=O.[Na+].ClCCl.[Br:29]Br.[O-]S([O-])=O.[Na+].[Na+]. (4) The reactants are: [OH-:1].[K+].[F:3][C:4]([F:17])([F:16])[CH2:5][CH2:6][O:7][C:8]1[CH:15]=[CH:14][C:11]([CH:12]=[O:13])=[CH:10][CH:9]=1.OO.Cl. Given the product [F:3][C:4]([F:16])([F:17])[CH2:5][CH2:6][O:7][C:8]1[CH:15]=[CH:14][C:11]([C:12]([OH:1])=[O:13])=[CH:10][CH:9]=1, predict the reactants needed to synthesize it. (5) Given the product [OH:14][CH:11]1[CH2:12][CH2:13][N:8]([C:6]([O:5][C:1]([CH3:2])([CH3:3])[CH3:4])=[O:7])[C@H:9]([CH2:15][OH:16])[CH2:10]1, predict the reactants needed to synthesize it. The reactants are: [C:1]([O:5][C:6]([N:8]1[CH2:13][CH2:12][C:11](=[O:14])[CH2:10][C@H:9]1[C:15](O)=[O:16])=[O:7])([CH3:4])([CH3:3])[CH3:2].B.O1CCCC1. (6) Given the product [CH3:25][O:26][C:27]1[CH:34]=[CH:33][C:30]([CH2:31][O:21][C:20](=[O:22])[C:19]2[C:18](=[CH:17][CH:16]=[C:15]([CH:13]=[O:14])[CH:23]=2)[OH:24])=[CH:29][CH:28]=1, predict the reactants needed to synthesize it. The reactants are: N(C(OCC)=O)=NC(OCC)=O.[CH:13]([C:15]1[CH:23]=[C:19]([C:20]([OH:22])=[O:21])[C:18]([OH:24])=[CH:17][CH:16]=1)=[O:14].[CH3:25][O:26][C:27]1[CH:34]=[CH:33][C:30]([CH2:31]O)=[CH:29][CH:28]=1.C1(P(C2C=CC=CC=2)C2C=CC=CC=2)C=CC=CC=1. (7) Given the product [CH:3]([N:6]1[CH2:7][CH2:8][CH:9]([CH:12]=[CH:17][C:16]([O:15][CH2:19][CH3:18])=[O:14])[CH2:10][CH2:11]1)([CH3:4])[CH3:5], predict the reactants needed to synthesize it. The reactants are: [H-].[Na+].[CH:3]([N:6]1[CH2:11][CH2:10][CH:9]([CH:12]=O)[CH2:8][CH2:7]1)([CH3:5])[CH3:4].[OH2:14].[O:15]1[CH2:19][CH2:18][CH2:17][CH2:16]1.